Task: Predict the reactants needed to synthesize the given product.. Dataset: Full USPTO retrosynthesis dataset with 1.9M reactions from patents (1976-2016) (1) Given the product [CH3:9][O:10][C:11]1[CH:12]=[C:13]([C:17]2([C:18]#[N:19])[CH2:5][CH2:4][C:3](=[O:7])[CH2:26][CH2:25]2)[CH:14]=[CH:15][CH:16]=1, predict the reactants needed to synthesize it. The reactants are: [H-].[Na+].[C:3]([O:7]C)(=O)[CH:4]=[CH2:5].[CH3:9][O:10][C:11]1[CH:12]=[C:13]([CH2:17][C:18]#[N:19])[CH:14]=[CH:15][CH:16]=1.[Cl-].[NH4+].[OH-].[K+].O1CCO[CH2:26][CH2:25]1. (2) Given the product [Cl:21][C:12]1[C:11]2=[CH:15][CH:16]=[CH:17][N:10]2[N:9]=[C:8]([C:6]2[CH:7]=[C:2]([Cl:1])[CH:3]=[CH:4][C:5]=2[F:18])[N:13]=1, predict the reactants needed to synthesize it. The reactants are: [Cl:1][C:2]1[CH:3]=[CH:4][C:5]([F:18])=[C:6]([C:8]2[NH:13][C:12](=O)[C:11]3=[CH:15][CH:16]=[CH:17][N:10]3[N:9]=2)[CH:7]=1.P(Cl)(Cl)([Cl:21])=O.CN(C)C1C=CC=CC=1. (3) Given the product [F:1][C:2]1[CH:10]=[CH:9][C:5]([C:6]([O:8][CH2:13][CH3:14])=[O:7])=[CH:4][C:3]=1[NH:11][C:19]([O:21][CH2:22][CH:23]=[CH2:24])=[O:20], predict the reactants needed to synthesize it. The reactants are: [F:1][C:2]1[CH:10]=[CH:9][C:5]([C:6]([O-:8])=[O:7])=[CH:4][C:3]=1[NH2:11].N1C=CC=[CH:14][CH:13]=1.Cl[C:19]([O:21][CH2:22][CH:23]=[CH2:24])=[O:20]. (4) Given the product [Cl:18][C:15]1[CH:16]=[CH:17][C:12]([C:10]2[C:9]3[C:4](=[CH:5][CH:6]=[CH:7][CH:8]=3)[C:3](=[O:19])[N:2]([NH:1][C:24](=[O:25])[CH2:23][CH2:22][C:21]([F:28])([F:27])[F:20])[N:11]=2)=[CH:13][CH:14]=1, predict the reactants needed to synthesize it. The reactants are: [NH2:1][N:2]1[N:11]=[C:10]([C:12]2[CH:17]=[CH:16][C:15]([Cl:18])=[CH:14][CH:13]=2)[C:9]2[C:4](=[CH:5][CH:6]=[CH:7][CH:8]=2)[C:3]1=[O:19].[F:20][C:21]([F:28])([F:27])[CH2:22][CH2:23][C:24](O)=[O:25]. (5) Given the product [F:12][C:9]([F:10])([F:11])[C:7]1[CH:6]=[C:5]([C:13]([CH3:43])([CH3:42])[C:14]([N:16]([C:17]2[C:18]([C:33]3[CH:38]=[CH:37][C:36]([F:39])=[CH:35][C:34]=3[CH3:40])=[CH:19][C:20]([N:23]3[CH2:28][CH2:27][CH:26]([S:29](=[O:31])(=[O:30])[N:53]([CH3:54])[CH3:52])[CH2:25][CH2:24]3)=[N:21][CH:22]=2)[CH3:41])=[O:15])[CH:4]=[C:3]([C:2]([F:45])([F:1])[F:44])[CH:8]=1, predict the reactants needed to synthesize it. The reactants are: [F:1][C:2]([F:45])([F:44])[C:3]1[CH:4]=[C:5]([C:13]([CH3:43])([CH3:42])[C:14]([N:16]([CH3:41])[C:17]2[C:18]([C:33]3[CH:38]=[CH:37][C:36]([F:39])=[CH:35][C:34]=3[CH3:40])=[CH:19][C:20]([N:23]3[CH2:28][CH2:27][CH:26]([S:29](O)(=[O:31])=[O:30])[CH2:25][CH2:24]3)=[N:21][CH:22]=2)=[O:15])[CH:6]=[C:7]([C:9]([F:12])([F:11])[F:10])[CH:8]=1.C(Cl)(=O)C(Cl)=O.[CH3:52][NH:53][CH3:54]. (6) Given the product [C:24]([CH2:25][CH2:26][C:13]([C:8]1[CH:9]=[CH:10][C:11]([F:12])=[C:6]([F:5])[CH:7]=1)([C:19]([O:21][CH2:22][CH3:23])=[O:20])[C:14]([O:16][CH2:17][CH3:18])=[O:15])#[N:27], predict the reactants needed to synthesize it. The reactants are: [O-]CC.[Na+].[F:5][C:6]1[CH:7]=[C:8]([CH:13]([C:19]([O:21][CH2:22][CH3:23])=[O:20])[C:14]([O:16][CH2:17][CH3:18])=[O:15])[CH:9]=[CH:10][C:11]=1[F:12].[C:24](#[N:27])[CH:25]=[CH2:26].[Cl-].[NH4+]. (7) Given the product [CH3:1][C:2]([CH3:13])([CH2:3][O:4][CH:5]1[CH2:10][CH2:9][CH2:8][CH2:7][O:6]1)[C:11]#[C:12][C:20]1[S:19][C:18]([C:16]([OH:15])=[O:17])=[C:22]([N:23]([C:24]([CH:26]2[CH2:27][CH2:28][CH:29]([CH3:32])[CH2:30][CH2:31]2)=[O:25])[CH:33]2[CH2:34][CH2:35][CH:36]([O:39][C:46]3[CH:47]=[CH:48][CH:45]=[CH:44][N:43]=3)[CH2:37][CH2:38]2)[CH:21]=1, predict the reactants needed to synthesize it. The reactants are: [CH3:1][C:2]([CH3:13])([C:11]#[CH:12])[CH2:3][O:4][CH:5]1[CH2:10][CH2:9][CH2:8][CH2:7][O:6]1.C[O:15][C:16]([C:18]1[S:19][C:20](I)=[CH:21][C:22]=1[N:23]([CH:33]1[CH2:38][CH2:37][CH:36]([OH:39])[CH2:35][CH2:34]1)[C:24]([CH:26]1[CH2:31][CH2:30][CH:29]([CH3:32])[CH2:28][CH2:27]1)=[O:25])=[O:17].C([N:43]([CH2:46][CH3:47])[CH2:44][CH3:45])C.[CH3:48]N(C=O)C. (8) Given the product [CH:8]1[C:17]2[C:12](=[CH:13][CH:14]=[CH:15][CH:16]=2)[CH:11]=[CH:10][C:9]=1[CH2:18][NH:7][CH:4]1[CH2:5][CH2:6][O:1][CH2:2][CH2:3]1, predict the reactants needed to synthesize it. The reactants are: [O:1]1[CH2:6][CH2:5][CH:4]([NH2:7])[CH2:3][CH2:2]1.[CH:8]1[C:17]2[C:12](=[CH:13][CH:14]=[CH:15][CH:16]=2)[CH:11]=[CH:10][C:9]=1[CH:18]=O.C(O[BH-](OC(=O)C)OC(=O)C)(=O)C.[Na+].[OH-].[Na+].